Dataset: Full USPTO retrosynthesis dataset with 1.9M reactions from patents (1976-2016). Task: Predict the reactants needed to synthesize the given product. (1) The reactants are: CS(O[CH2:6][CH2:7][CH:8]([C:11]([F:14])([F:13])[F:12])[CH2:9][CH3:10])(=O)=O.[F:15][C:16]([F:26])([F:25])[CH2:17][CH2:18][S:19]([CH2:22][C:23]#[N:24])(=[O:21])=[O:20].C(=O)([O-])[O-].[K+].[K+].Cl. Given the product [F:14][C:11]([F:12])([F:13])[CH:8]([CH2:9][CH3:10])[CH2:7][CH2:6][CH:22]([S:19]([CH2:18][CH2:17][C:16]([F:26])([F:15])[F:25])(=[O:21])=[O:20])[C:23]#[N:24], predict the reactants needed to synthesize it. (2) Given the product [CH3:12][O:13][C:14]1[CH:19]=[CH:18][C:17]([C:20]([CH:22]2[CH2:27][CH2:26][N:25]([C@@H:6]3[CH2:5][CH2:4][NH:3][C:2]3=[O:1])[CH2:24][CH2:23]2)=[O:21])=[CH:16][C:15]=1[CH3:28], predict the reactants needed to synthesize it. The reactants are: [O:1]=[C:2]1[C@@H:6](OS(C)(=O)=O)[CH2:5][CH2:4][NH:3]1.[CH3:12][O:13][C:14]1[CH:19]=[CH:18][C:17]([C:20]([CH:22]2[CH2:27][CH2:26][NH:25][CH2:24][CH2:23]2)=[O:21])=[CH:16][C:15]=1[CH3:28].CCN(C(C)C)C(C)C. (3) The reactants are: CC(C[AlH]CC(C)C)C.C[O:11][C:12](=O)[CH:13]=[C:14]1[CH2:19][CH2:18][O:17][CH2:16][CH2:15]1. Given the product [O:17]1[CH2:18][CH2:19][C:14](=[CH:13][CH2:12][OH:11])[CH2:15][CH2:16]1, predict the reactants needed to synthesize it. (4) Given the product [Br:1][C:2]1[CH:3]=[CH:4][C:5]([C:8](=[CH:27][C:21]2[CH:26]=[CH:25][C:24]([S:18][CH3:17])=[CH:23][CH:22]=2)[C:9](=[O:11])[CH3:10])=[CH:6][CH:7]=1, predict the reactants needed to synthesize it. The reactants are: [Br:1][C:2]1[CH:7]=[CH:6][C:5]([CH2:8][C:9](=[O:11])[CH3:10])=[CH:4][CH:3]=1.CC1C=CC([CH:17]=[S:18])=CC=1.[C:21]1([CH2:27]C(=O)C)[CH:26]=[CH:25][CH:24]=[CH:23][CH:22]=1.BrC1C=CC(C=O)=CC=1. (5) The reactants are: [OH:1][C:2]1[CH:3]=[C:4]([CH:9]=[C:10]([O:12][C@H:13]2[CH2:17][CH2:16][N:15]([CH3:18])[C:14]2=[O:19])[CH:11]=1)[C:5]([O:7][CH3:8])=[O:6].[N:20]1([C:24]([C:26]2[CH:31]=[CH:30][C:29](Br)=[CH:28][N:27]=2)=[O:25])[CH2:23][CH2:22][CH2:21]1.C(=O)([O-])[O-].[Cs+].[Cs+]. Given the product [N:20]1([C:24]([C:26]2[N:27]=[CH:28][C:29]([O:1][C:2]3[CH:3]=[C:4]([CH:9]=[C:10]([O:12][C@H:13]4[CH2:17][CH2:16][N:15]([CH3:18])[C:14]4=[O:19])[CH:11]=3)[C:5]([O:7][CH3:8])=[O:6])=[CH:30][CH:31]=2)=[O:25])[CH2:23][CH2:22][CH2:21]1, predict the reactants needed to synthesize it.